This data is from Catalyst prediction with 721,799 reactions and 888 catalyst types from USPTO. The task is: Predict which catalyst facilitates the given reaction. (1) Reactant: [O:1]=[CH:2][C@@H:3]([C@H:5]([C@@H:7]([C@@H:9]([C:11]([OH:13])=[O:12])[OH:10])[OH:8])[OH:6])[OH:4].O.C(O)(C)C.[CH:19]1[C:20]([CH2:28][C@@H:29]([NH2:46])[CH2:30][C:31]([N:33]2[CH2:45][C:37]3=[N:38][N:39]=[C:40]([C:41]([F:44])([F:43])[F:42])[N:36]3[CH2:35][CH2:34]2)=[O:32])=[C:21]([F:27])[CH:22]=[C:23]([F:26])[C:24]=1[F:25]. Product: [CH:19]1[C:20]([CH2:28][C@@H:29]([NH2:46])[CH2:30][C:31]([N:33]2[CH2:45][C:37]3=[N:38][N:39]=[C:40]([C:41]([F:44])([F:43])[F:42])[N:36]3[CH2:35][CH2:34]2)=[O:32])=[C:21]([F:27])[CH:22]=[C:23]([F:26])[C:24]=1[F:25].[O:1]=[CH:2][C@@H:3]([C@H:5]([C@@H:7]([C@@H:9]([C:11]([O-:13])=[O:12])[OH:10])[OH:8])[OH:6])[OH:4]. The catalyst class is: 5. (2) Reactant: [CH2:1]([N:8]([CH2:27][C@@H:28]([C:30]1[CH:35]=[CH:34][CH:33]=[C:32]([Cl:36])[CH:31]=1)[OH:29])[CH2:9][CH2:10][C:11]1[CH:16]=[CH:15][C:14]([S:17]([C:20]2[CH:21]=[C:22]([OH:26])[CH:23]=[CH:24][CH:25]=2)(=[O:19])=[O:18])=[CH:13][CH:12]=1)[C:2]1[CH:7]=[CH:6][CH:5]=[CH:4][CH:3]=1.N1C(C)=CC=CC=1C.[F:45][C:46]([F:59])([F:58])[S:47](O[S:47]([C:46]([F:59])([F:58])[F:45])(=[O:49])=[O:48])(=[O:49])=[O:48].Cl. Product: [F:45][C:46]([F:59])([F:58])[S:47]([O:26][C:22]1[CH:23]=[CH:24][CH:25]=[C:20]([S:17]([C:14]2[CH:15]=[CH:16][C:11]([CH2:10][CH2:9][N:8]([CH2:1][C:2]3[CH:3]=[CH:4][CH:5]=[CH:6][CH:7]=3)[CH2:27][C@@H:28]([C:30]3[CH:35]=[CH:34][CH:33]=[C:32]([Cl:36])[CH:31]=3)[OH:29])=[CH:12][CH:13]=2)(=[O:18])=[O:19])[CH:21]=1)(=[O:49])=[O:48]. The catalyst class is: 4. (3) Reactant: [CH2:1]([C:3]1[CH:8]=[C:7]([CH3:9])[CH:6]=[C:5]([CH2:10][CH3:11])[C:4]=1[C:12](=O)[C:13]([N:15]([CH3:17])[NH2:16])=[O:14])[CH3:2].[CH3:19][S:20]([CH2:23][C:24](=O)[CH3:25])(=[O:22])=[O:21]. Product: [CH2:1]([C:3]1[CH:8]=[C:7]([CH3:9])[CH:6]=[C:5]([CH2:10][CH3:11])[C:4]=1[C:12]1[C:13](=[O:14])[N:15]([CH3:17])[N:16]=[C:24]([CH3:25])[C:23]=1[S:20]([CH3:19])(=[O:22])=[O:21])[CH3:2]. The catalyst class is: 11. (4) Reactant: Br[CH2:2][C:3]([C:5]1[C:10]([CH3:11])=[CH:9][C:8]([O:12][CH3:13])=[CH:7][C:6]=1[CH3:14])=O.[NH2:15][C:16]([NH2:18])=[S:17]. Product: [CH3:13][O:12][C:8]1[CH:9]=[C:10]([CH3:11])[C:5]([C:3]2[N:15]=[C:16]([NH2:18])[S:17][CH:2]=2)=[C:6]([CH3:14])[CH:7]=1. The catalyst class is: 14. (5) Reactant: [C:1]([O:5][C:6]([N:8]1[CH2:13][CH2:12][C:11]([CH2:21][NH2:22])([NH:14][C:15](=[O:20])[C:16]([F:19])([F:18])[F:17])[CH2:10][CH2:9]1)=[O:7])([CH3:4])([CH3:3])[CH3:2].N1C=CC=CC=1.[F:29][C:30]([F:41])([F:40])[C:31](O[C:31](=[O:32])[C:30]([F:41])([F:40])[F:29])=[O:32]. Product: [C:1]([O:5][C:6]([N:8]1[CH2:13][CH2:12][C:11]([NH:14][C:15](=[O:20])[C:16]([F:18])([F:19])[F:17])([CH2:21][NH:22][C:31](=[O:32])[C:30]([F:41])([F:40])[F:29])[CH2:10][CH2:9]1)=[O:7])([CH3:4])([CH3:3])[CH3:2]. The catalyst class is: 343. (6) Product: [F:24][CH:23]([F:25])[C:15]1[N:14]([C:4]2[N:5]=[C:6]([N:8]3[CH2:13][CH2:12][O:11][CH2:10][CH2:9]3)[N:7]=[C:2]([C:28]3[CH:27]=[N:26][CH:31]=[CH:30][CH:29]=3)[N:3]=2)[C:18]2[CH:19]=[CH:20][CH:21]=[CH:22][C:17]=2[N:16]=1. The catalyst class is: 117. Reactant: Cl[C:2]1[N:7]=[C:6]([N:8]2[CH2:13][CH2:12][O:11][CH2:10][CH2:9]2)[N:5]=[C:4]([N:14]2[C:18]3[CH:19]=[CH:20][CH:21]=[CH:22][C:17]=3[N:16]=[C:15]2[CH:23]([F:25])[F:24])[N:3]=1.[N:26]1[CH:31]=[CH:30][CH:29]=[C:28](B(O)O)[CH:27]=1.C([O-])([O-])=O.[Na+].[Na+]. (7) Reactant: [NH:1]1[C:6]2[CH:7]=[CH:8][CH:9]=[CH:10][C:5]=2[O:4][CH2:3][S:2]1(=[O:12])=[O:11].[H-].[Na+].[CH3:15][O:16][C:17]1[CH:24]=[CH:23][C:20]([CH2:21]Cl)=[CH:19][CH:18]=1. Product: [CH3:15][O:16][C:17]1[CH:24]=[CH:23][C:20]([CH2:21][N:1]2[C:6]3[CH:7]=[CH:8][CH:9]=[CH:10][C:5]=3[O:4][CH2:3][S:2]2(=[O:11])=[O:12])=[CH:19][CH:18]=1. The catalyst class is: 9. (8) Reactant: [B:1]([OH:4])([OH:3])[OH:2].[OH:5][CH2:6][CH:7]([CH2:9][OH:10])[OH:8]. Product: [B:1]([OH:4])([OH:3])[OH:2].[OH:5][CH2:6][CH:7]([CH2:9][OH:10])[OH:8].[OH:5][CH2:6][CH:7]([CH2:9][OH:10])[OH:8]. The catalyst class is: 11.